From a dataset of Reaction yield outcomes from USPTO patents with 853,638 reactions. Predict the reaction yield, written as a fraction of the theoretical maximum amount of product (1.0 means a 100% yield; for example, 0.34 means a 34% yield). (1) The reactants are [C:1]([CH:5]1[CH2:13][C:12]2[C:7](=[CH:8][CH:9]=[C:10]([NH:14][C:15]([C:17]3([C:20]4[CH:30]=[CH:29][C:23]5[O:24][C:25]([F:28])([F:27])[O:26][C:22]=5[CH:21]=4)[CH2:19][CH2:18]3)=[O:16])[CH:11]=2)[N:6]1[CH2:31][CH2:32]C#N)([CH3:4])([CH3:3])[CH3:2].[Cl:35]CC=O.[BH-](OC(C)=O)(OC(C)=O)OC(C)=O.[Na+]. The catalyst is ClCCl. The product is [C:1]([CH:5]1[CH2:13][C:12]2[C:7](=[CH:8][CH:9]=[C:10]([NH:14][C:15]([C:17]3([C:20]4[CH:30]=[CH:29][C:23]5[O:24][C:25]([F:28])([F:27])[O:26][C:22]=5[CH:21]=4)[CH2:19][CH2:18]3)=[O:16])[CH:11]=2)[N:6]1[CH2:31][CH2:32][Cl:35])([CH3:4])([CH3:3])[CH3:2]. The yield is 0.630. (2) The reactants are [F:1][C:2]([F:21])([F:20])[C:3]1[CH:4]=[C:5]([C:9]2[S:10][C:11]3[C:16]([N:17]=2)=[C:15]([CH2:18][OH:19])[CH:14]=[CH:13][N:12]=3)[CH:6]=[CH:7][CH:8]=1.C1C=C[NH+]=CC=1.[O-][Cr](Cl)(=O)=O. The catalyst is C(Cl)Cl. The product is [F:20][C:2]([F:1])([F:21])[C:3]1[CH:4]=[C:5]([C:9]2[S:10][C:11]3[C:16]([N:17]=2)=[C:15]([CH:18]=[O:19])[CH:14]=[CH:13][N:12]=3)[CH:6]=[CH:7][CH:8]=1. The yield is 0.500. (3) The reactants are S([O-])([O-])=O.[Na+].[Na+].[NH2:7][C:8]1[N:13]=[C:12]([NH2:14])[C:11]([O:15][C:16]2[C:17]([CH:28]([CH3:30])[CH3:29])=[CH:18][C:19]([O:26][CH3:27])=[C:20]([S:22](Cl)(=[O:24])=[O:23])[CH:21]=2)=[CH:10][N:9]=1.C(=O)(O)[O-].[Na+].[CH2:36](I)[CH3:37]. The catalyst is O.O1CCOCC1. The product is [CH2:36]([S:22]([C:20]1[C:19]([O:26][CH3:27])=[CH:18][C:17]([CH:28]([CH3:30])[CH3:29])=[C:16]([CH:21]=1)[O:15][C:11]1[C:12]([NH2:14])=[N:13][C:8]([NH2:7])=[N:9][CH:10]=1)(=[O:24])=[O:23])[CH3:37]. The yield is 0.200. (4) The reactants are [C:1]([O:4][CH:5]([CH2:19][O:20][C:21](=[O:23])[CH3:22])[CH2:6][O:7][CH2:8][CH2:9][CH2:10][CH2:11][CH2:12][CH2:13][CH2:14][CH2:15][CH2:16][CH2:17][OH:18])(=[O:3])[CH3:2].O1CC[CH2:27]OO1.[ClH:30]. No catalyst specified. The product is [C:1]([O:4][CH:5]([CH2:19][O:20][C:21](=[O:23])[CH3:22])[CH2:6][O:7][CH2:8][CH2:9][CH2:10][CH2:11][CH2:12][CH2:13][CH2:14][CH2:15][CH2:16][CH2:17][O:18][CH2:27][Cl:30])(=[O:3])[CH3:2]. The yield is 0.890. (5) The reactants are [Cl:1][C:2]1[CH:7]=[CH:6][C:5]([CH:8]2[C:15]3[C:14]([CH3:16])=[N:13][N:12]([CH:17]4[CH2:19][CH2:18]4)[C:11]=3[C:10](=[O:20])[NH:9]2)=[CH:4][CH:3]=1.I[C:22]1[CH:23]=[C:24]([CH3:30])[C:25](=[O:29])[N:26]([CH3:28])[CH:27]=1.P([O-])([O-])([O-])=O.[K+].[K+].[K+]. The catalyst is [Cu]I.O1CCOCC1. The product is [Cl:1][C:2]1[CH:7]=[CH:6][C:5]([CH:8]2[C:15]3[C:14]([CH3:16])=[N:13][N:12]([CH:17]4[CH2:19][CH2:18]4)[C:11]=3[C:10](=[O:20])[N:9]2[C:22]2[CH:23]=[C:24]([CH3:30])[C:25](=[O:29])[N:26]([CH3:28])[CH:27]=2)=[CH:4][CH:3]=1. The yield is 0.690. (6) The reactants are [OH:1][C:2]1[C:3]([CH:11]2[C:19]3[C:14](=[CH:15][CH:16]=[CH:17][CH:18]=3)[N:13]([CH2:20][C:21]3[CH:30]=[CH:29][CH:28]=[CH:27][C:22]=3[C:23]([O:25][CH3:26])=[O:24])[C:12]2=[O:31])=[CH:4][C:5]2[O:9][CH2:8][O:7][C:6]=2[CH:10]=1.[CH2:32]=[O:33].C([N-]C(C)C)(C)C.[Li+]. The catalyst is C1COCC1. The product is [OH:1][C:2]1[C:3]([C:11]2([CH2:32][OH:33])[C:19]3[C:14](=[CH:15][CH:16]=[CH:17][CH:18]=3)[N:13]([CH2:20][C:21]3[CH:30]=[CH:29][CH:28]=[CH:27][C:22]=3[C:23]([O:25][CH3:26])=[O:24])[C:12]2=[O:31])=[CH:4][C:5]2[O:9][CH2:8][O:7][C:6]=2[CH:10]=1. The yield is 0.750. (7) The reactants are [CH:1]1([C:5]2[NH:14][C:8]3=[N+:9]([O-])[CH:10]=[CH:11][CH:12]=[C:7]3[CH:6]=2)[CH2:4][CH2:3][CH2:2]1.CS([Cl:19])(=O)=O.[OH-].[Na+]. The catalyst is CN(C)C=O. The product is [Cl:19][C:12]1[CH:11]=[CH:10][N:9]=[C:8]2[NH:14][C:5]([CH:1]3[CH2:4][CH2:3][CH2:2]3)=[CH:6][C:7]=12. The yield is 0.530.